Dataset: Full USPTO retrosynthesis dataset with 1.9M reactions from patents (1976-2016). Task: Predict the reactants needed to synthesize the given product. (1) Given the product [NH2:22][C:4]1[CH:5]=[C:6]2[C:11](=[C:2]([Br:1])[CH:3]=1)[N:10]=[CH:9][C:8]([C:12]#[N:13])=[C:7]2[NH:14][C:15]1[CH:20]=[CH:19][CH:18]=[C:17]([Cl:21])[CH:16]=1, predict the reactants needed to synthesize it. The reactants are: [Br:1][C:2]1[CH:3]=[C:4]([N+:22]([O-])=O)[CH:5]=[C:6]2[C:11]=1[N:10]=[CH:9][C:8]([C:12]#[N:13])=[C:7]2[NH:14][C:15]1[CH:20]=[CH:19][CH:18]=[C:17]([Cl:21])[CH:16]=1.O.O.[Sn](Cl)(Cl)(Cl)Cl.[N+](C1C=CC2C(=CC=CC=2)N=1)([O-])=O. (2) Given the product [Si:9]([O:8][CH2:7][C:5]1[N:6]=[C:2]([C:23]2[CH:24]=[CH:25][C:20]([C:18]([N:17]([CH3:29])[CH3:16])=[O:19])=[CH:21][CH:22]=2)[S:3][CH:4]=1)([C:12]([CH3:15])([CH3:14])[CH3:13])([CH3:11])[CH3:10], predict the reactants needed to synthesize it. The reactants are: Br[C:2]1[S:3][CH:4]=[C:5]([CH2:7][O:8][Si:9]([C:12]([CH3:15])([CH3:14])[CH3:13])([CH3:11])[CH3:10])[N:6]=1.[CH3:16][N:17]([CH3:29])[C:18]([C:20]1[CH:25]=[CH:24][C:23](B(O)O)=[CH:22][CH:21]=1)=[O:19].C([O-])([O-])=O.[Na+].[Na+].C(Cl)Cl. (3) Given the product [S:4]1[CH:5]=[CH:6][CH:7]=[C:3]1[C:2]1[N:8]=[C:9]([OH:15])[CH:17]=[CH:16][N:1]=1, predict the reactants needed to synthesize it. The reactants are: [NH:1]=[C:2]([NH:8][C:9](=[O:15])OC(C)(C)C)[C:3]1[S:4][CH:5]=[CH:6][CH:7]=1.[C:16](OCC)(=O)[C:17]#C.C([O-])([O-])=O.[K+].[K+]. (4) Given the product [F:1][C:2]1[CH:3]=[CH:4][C:5]([CH2:8][CH2:9][CH2:10][C:11]([O:13][CH3:14])=[O:12])=[CH:6][CH:7]=1, predict the reactants needed to synthesize it. The reactants are: [F:1][C:2]1[CH:7]=[CH:6][C:5]([C:8](=O)[CH2:9][CH2:10][C:11]([O:13][CH3:14])=[O:12])=[CH:4][CH:3]=1.